Dataset: NCI-60 drug combinations with 297,098 pairs across 59 cell lines. Task: Regression. Given two drug SMILES strings and cell line genomic features, predict the synergy score measuring deviation from expected non-interaction effect. (1) Drug 1: C1C(C(OC1N2C=C(C(=O)NC2=O)F)CO)O. Drug 2: CCN(CC)CCCC(C)NC1=C2C=C(C=CC2=NC3=C1C=CC(=C3)Cl)OC. Cell line: SK-MEL-5. Synergy scores: CSS=6.07, Synergy_ZIP=-2.85, Synergy_Bliss=-0.265, Synergy_Loewe=-10.6, Synergy_HSA=-0.498. (2) Drug 1: CS(=O)(=O)CCNCC1=CC=C(O1)C2=CC3=C(C=C2)N=CN=C3NC4=CC(=C(C=C4)OCC5=CC(=CC=C5)F)Cl. Drug 2: CC12CCC3C(C1CCC2O)C(CC4=C3C=CC(=C4)O)CCCCCCCCCS(=O)CCCC(C(F)(F)F)(F)F. Cell line: CCRF-CEM. Synergy scores: CSS=-15.7, Synergy_ZIP=11.4, Synergy_Bliss=-1.24, Synergy_Loewe=-16.3, Synergy_HSA=-17.6. (3) Drug 1: CN1C2=C(C=C(C=C2)N(CCCl)CCCl)N=C1CCCC(=O)O.Cl. Drug 2: CN(CC1=CN=C2C(=N1)C(=NC(=N2)N)N)C3=CC=C(C=C3)C(=O)NC(CCC(=O)O)C(=O)O. Cell line: NCIH23. Synergy scores: CSS=5.77, Synergy_ZIP=-3.38, Synergy_Bliss=-0.920, Synergy_Loewe=-34.9, Synergy_HSA=-1.79. (4) Drug 1: C1C(C(OC1N2C=NC(=NC2=O)N)CO)O. Drug 2: CC12CCC3C(C1CCC2OP(=O)(O)O)CCC4=C3C=CC(=C4)OC(=O)N(CCCl)CCCl.[Na+]. Cell line: ACHN. Synergy scores: CSS=9.57, Synergy_ZIP=-3.93, Synergy_Bliss=-3.39, Synergy_Loewe=-3.14, Synergy_HSA=-2.30. (5) Drug 2: C(CC(=O)O)C(=O)CN.Cl. Synergy scores: CSS=9.21, Synergy_ZIP=-4.19, Synergy_Bliss=7.39, Synergy_Loewe=-9.58, Synergy_HSA=-0.0633. Drug 1: CC1CCC2CC(C(=CC=CC=CC(CC(C(=O)C(C(C(=CC(C(=O)CC(OC(=O)C3CCCCN3C(=O)C(=O)C1(O2)O)C(C)CC4CCC(C(C4)OC)OCCO)C)C)O)OC)C)C)C)OC. Cell line: HOP-62. (6) Drug 1: CN1CCC(CC1)COC2=C(C=C3C(=C2)N=CN=C3NC4=C(C=C(C=C4)Br)F)OC. Drug 2: C(=O)(N)NO. Cell line: HL-60(TB). Synergy scores: CSS=37.1, Synergy_ZIP=17.6, Synergy_Bliss=22.6, Synergy_Loewe=15.7, Synergy_HSA=16.2.